This data is from Reaction yield outcomes from USPTO patents with 853,638 reactions. The task is: Predict the reaction yield, written as a fraction of the theoretical maximum amount of product (1.0 means a 100% yield; for example, 0.34 means a 34% yield). The reactants are [Cl:1][C:2]1[CH:3]=[CH:4][N:5]2[C:10]=1[C:9](=[O:11])[O:8][C:7]([CH2:12][N:13]1[CH:21]=[N:20][C:19]3[C:14]1=[N:15][CH:16]=[N:17][C:18]=3[N:22](C(OC(C)(C)C)=O)[C:23]([O:25][C:26]([CH3:29])([CH3:28])[CH3:27])=[O:24])=[N:6]2.[CH2:37]([NH2:44])[C:38]1[CH:43]=[CH:42][CH:41]=[CH:40][CH:39]=1. The catalyst is O1CCOCC1. The product is [CH2:37]([NH:44][C:9]([C:10]1[N:5]([NH:6][C:7](=[O:8])[CH2:12][N:13]2[CH:21]=[N:20][C:19]3[C:14]2=[N:15][CH:16]=[N:17][C:18]=3[NH:22][C:23](=[O:24])[O:25][C:26]([CH3:29])([CH3:28])[CH3:27])[CH:4]=[CH:3][C:2]=1[Cl:1])=[O:11])[C:38]1[CH:43]=[CH:42][CH:41]=[CH:40][CH:39]=1. The yield is 0.920.